Dataset: Rat liver microsome stability data. Task: Regression/Classification. Given a drug SMILES string, predict its absorption, distribution, metabolism, or excretion properties. Task type varies by dataset: regression for continuous measurements (e.g., permeability, clearance, half-life) or binary classification for categorical outcomes (e.g., BBB penetration, CYP inhibition). Dataset: rlm. (1) The drug is CCOC(=O)Nc1cc(-c2ccc(C)c(NS(C)(=O)=O)c2)nn2c(C)nnc12. The result is 0 (unstable in rat liver microsomes). (2) The compound is Cn1c(Nc2ccc(Br)cc2F)c(C(=O)NOC[C@@H](O)CO)c2c1C(=O)CCC2. The result is 0 (unstable in rat liver microsomes). (3) The compound is Cc1nn(CC(=O)NCCCN2CCC(N3CCCCC3)CC2)c(=O)c2cc(-c3ccccc3)nn12. The result is 1 (stable in rat liver microsomes). (4) The drug is O=C(Oc1cccc(N2CCCCC2)c1)N1CCC(c2ccc(F)cc2)CC1. The result is 1 (stable in rat liver microsomes).